From a dataset of Forward reaction prediction with 1.9M reactions from USPTO patents (1976-2016). Predict the product of the given reaction. Given the reactants Cl[CH2:2][C:3](Cl)=[O:4].[NH2:6][C@@H:7]([CH2:10][O:11][CH2:12][C:13]1[CH:18]=[CH:17][CH:16]=[CH:15][CH:14]=1)[CH2:8][OH:9].[OH-].[Na+].C1COCC1, predict the reaction product. The product is: [CH2:12]([O:11][CH2:10][C@@H:7]1[NH:6][C:3](=[O:4])[CH2:2][O:9][CH2:8]1)[C:13]1[CH:18]=[CH:17][CH:16]=[CH:15][CH:14]=1.